This data is from Full USPTO retrosynthesis dataset with 1.9M reactions from patents (1976-2016). The task is: Predict the reactants needed to synthesize the given product. (1) Given the product [Cl:89][C:64]1[CH:65]=[C:66]([C:67]2[N:8]=[C:84]([OH:87])[CH:86]=[C:33]([OH:34])[N:90]=2)[CH:61]=[CH:62][CH:63]=1, predict the reactants needed to synthesize it. The reactants are: FC(F)(F)C1[N:8]=C(N2CCNCC2)C=CC=1.ClC1N=C(C2C=CC=C(Cl)C=2)N=C(N2CC[O:34][CH2:33]C2)C=1.C1C=CC(P([C:63]2[C:64](C3C(P(C4C=CC=CC=4)C4C=CC=CC=4)=C[CH:67]=[C:66]4[C:61]=3[CH:62]=[CH:63][CH:64]=[CH:65]4)=[C:65]3[C:66]([CH:67]=CC=C3)=[CH:61][CH:62]=2)C2C=CC=CC=2)=CC=1.C[C:84]([O-:87])([CH3:86])C.[K+].[Cl-:89].[NH4+:90]. (2) Given the product [CH2:6]([NH:13][CH2:3][CH2:2][C:1]([NH2:5])=[O:4])[C:7]1[CH:12]=[CH:11][CH:10]=[CH:9][CH:8]=1, predict the reactants needed to synthesize it. The reactants are: [C:1]([NH2:5])(=[O:4])[CH:2]=[CH2:3].[CH2:6]([NH2:13])[C:7]1[CH:12]=[CH:11][CH:10]=[CH:9][CH:8]=1. (3) Given the product [F:45][C:46]1[CH:47]=[CH:48][C:49]([C:52]2[CH:56]=[C:55]([C:57]([N:40]3[CH2:39][C@H:38]([CH:41]([CH3:43])[CH3:42])[NH:37][C:36](=[O:44])[C@@H:35]3[CH2:31][CH:32]([CH3:34])[CH3:33])=[O:58])[O:54][N:53]=2)=[CH:50][CH:51]=1, predict the reactants needed to synthesize it. The reactants are: FC1C=C(C2ON=C(C(N3C[C@H](CC(C)C)NC(=O)[C@@H]3CC(C)C)=O)C=2)C=CC=1F.[CH2:31]([C@@H:35]1[NH:40][CH2:39][C@H:38]([CH:41]([CH3:43])[CH3:42])[NH:37][C:36]1=[O:44])[CH:32]([CH3:34])[CH3:33].[F:45][C:46]1[CH:51]=[CH:50][C:49]([C:52]2[CH:56]=[C:55]([C:57](O)=[O:58])[O:54][N:53]=2)=[CH:48][CH:47]=1. (4) Given the product [Br:1][C:2]1[CH:10]=[C:9]2[C:5]([CH2:6][CH2:7][C@H:8]2[N:14]([CH3:15])[CH3:13])=[CH:4][CH:3]=1, predict the reactants needed to synthesize it. The reactants are: [Br:1][C:2]1[CH:10]=[C:9]2[C:5]([CH2:6][CH2:7][C@@H:8]2O)=[CH:4][CH:3]=1.C[CH2:13][N:14](CC)[CH2:15]C.CS(Cl)(=O)=O.CNC. (5) The reactants are: C(N(CC)CC)C.CN(C1C=CC=CN=1)C.[F:17][CH:18]([CH:24]([OH:27])[CH2:25][CH3:26])[C:19]([O:21][CH2:22][CH3:23])=[O:20].[C:28](Cl)(=[O:32])[C:29]([CH3:31])=[CH2:30].C(=O)(O)[O-].[Na+]. Given the product [F:17][CH:18]([CH:24]([O:27][C:28](=[O:32])[C:29]([CH3:31])=[CH2:30])[CH2:25][CH3:26])[C:19]([O:21][CH2:22][CH3:23])=[O:20], predict the reactants needed to synthesize it. (6) Given the product [CH:39]1([CH2:38][N:35]2[CH:36]=[CH:37][C:32]([C:16]3[CH:15]=[CH:14][C:4]([O:5][C:6]4[CH:7]=[C:8]([CH3:13])[N:9]=[C:10]([CH3:12])[CH:11]=4)=[CH:3][C:2]=3[F:1])=[C:33]([C:43]#[N:44])[C:34]2=[O:42])[CH2:40][CH2:41]1, predict the reactants needed to synthesize it. The reactants are: [F:1][C:2]1[CH:3]=[C:4]([CH:14]=[CH:15][C:16]=1B1OC(C)(C)C(C)(C)O1)[O:5][C:6]1[CH:11]=[C:10]([CH3:12])[N:9]=[C:8]([CH3:13])[CH:7]=1.C([O-])(O)=O.[Na+].Br[C:32]1[CH:37]=[CH:36][N:35]([CH2:38][CH:39]2[CH2:41][CH2:40]2)[C:34](=[O:42])[C:33]=1[C:43]#[N:44]. (7) Given the product [Cl:1][C:2]1[CH:7]=[C:6]([F:8])[CH:5]=[CH:4][C:3]=1[C@H:9]1[C@H:14]([NH2:15])[CH2:13][CH:12]=[CH:11][CH2:10]1, predict the reactants needed to synthesize it. The reactants are: [Cl:1][C:2]1[CH:7]=[C:6]([F:8])[CH:5]=[CH:4][C:3]=1[C@H:9]1[C@H:14]([N+:15]([O-])=O)[CH2:13][CH:12]=[CH:11][CH2:10]1.C([O-])(O)=O.[Na+].